This data is from Full USPTO retrosynthesis dataset with 1.9M reactions from patents (1976-2016). The task is: Predict the reactants needed to synthesize the given product. (1) Given the product [Br:28][CH2:18][C:13]1[C:12]([F:19])=[C:11]([O:10][C:9]2[C:2]([Cl:1])=[C:3]([CH:6]=[C:7]([Cl:20])[CH:8]=2)[C:4]#[N:5])[C:16]([Cl:17])=[CH:15][CH:14]=1, predict the reactants needed to synthesize it. The reactants are: [Cl:1][C:2]1[C:9]([O:10][C:11]2[C:16]([Cl:17])=[CH:15][CH:14]=[C:13]([CH3:18])[C:12]=2[F:19])=[CH:8][C:7]([Cl:20])=[CH:6][C:3]=1[C:4]#[N:5].C1C(=O)N([Br:28])C(=O)C1. (2) Given the product [N+:10]([C:5]1[CH:4]=[C:3]([C:2]([F:13])([F:14])[F:1])[CH:9]=[CH:8][C:6]=1[N:7]=[N:44][C:26]1[CH:27]=[C:28]([C:30]([CH3:31])([CH3:32])[CH2:33][C:34]([CH3:37])([CH3:36])[CH3:35])[CH:29]=[C:24]([C:15]([CH3:17])([C:18]2[CH:19]=[CH:20][CH:21]=[CH:22][CH:23]=2)[CH3:16])[C:25]=1[OH:38])([O-:12])=[O:11], predict the reactants needed to synthesize it. The reactants are: [F:1][C:2]([F:14])([F:13])[C:3]1[CH:9]=[CH:8][C:6]([NH2:7])=[C:5]([N+:10]([O-:12])=[O:11])[CH:4]=1.[C:15]([C:24]1[CH:29]=[C:28]([C:30]([CH2:33][C:34]([CH3:37])([CH3:36])[CH3:35])([CH3:32])[CH3:31])[CH:27]=[CH:26][C:25]=1[OH:38])([C:18]1[CH:23]=[CH:22][CH:21]=[CH:20][CH:19]=1)([CH3:17])[CH3:16].S(=O)(=O)(O)O.[N:44](OS(=O)(=O)O)=O.